From a dataset of Peptide-MHC class I binding affinity with 185,985 pairs from IEDB/IMGT. Regression. Given a peptide amino acid sequence and an MHC pseudo amino acid sequence, predict their binding affinity value. This is MHC class I binding data. (1) The peptide sequence is IGRGKNHAR. The MHC is HLA-A26:03 with pseudo-sequence HLA-A26:03. The binding affinity (normalized) is 0.0847. (2) The peptide sequence is CTPYDINQML. The MHC is Mamu-A01 with pseudo-sequence Mamu-A01. The binding affinity (normalized) is 0.482.